This data is from Full USPTO retrosynthesis dataset with 1.9M reactions from patents (1976-2016). The task is: Predict the reactants needed to synthesize the given product. (1) Given the product [CH3:3][N:4]([CH2:23][CH2:24][CH3:25])[C:5](=[O:21])[C:6]1[CH:11]=[CH:10][CH:9]=[C:8]([C:12]2[C:17]([CH3:18])=[CH:16][C:15]([CH3:19])=[CH:14][C:13]=2[CH3:20])[CH:7]=1, predict the reactants needed to synthesize it. The reactants are: [H-].[Na+].[CH3:3][NH:4][C:5](=[O:21])[C:6]1[CH:11]=[CH:10][CH:9]=[C:8]([C:12]2[C:17]([CH3:18])=[CH:16][C:15]([CH3:19])=[CH:14][C:13]=2[CH3:20])[CH:7]=1.I[CH2:23][CH2:24][CH3:25].[Cl-].[NH4+]. (2) The reactants are: [CH:1]([C:3]1[S:7][C:6]([C:8]([OH:10])=O)=[CH:5][C:4]=1[CH3:11])=[O:2].[CH2:12]([C:14]1[CH:29]=[C:28]([C:30](=[NH:33])[NH:31]O)[CH:27]=[C:26]([CH3:34])[C:15]=1[O:16][CH2:17][C@@H:18]([OH:25])[CH2:19][NH:20][C:21](=[O:24])[CH2:22][OH:23])[CH3:13]. Given the product [CH2:12]([C:14]1[CH:29]=[C:28]([C:30]2[N:33]=[C:8]([C:6]3[S:7][C:3]([CH:1]=[O:2])=[C:4]([CH3:11])[CH:5]=3)[O:10][N:31]=2)[CH:27]=[C:26]([CH3:34])[C:15]=1[O:16][CH2:17][C@@H:18]([OH:25])[CH2:19][NH:20][C:21](=[O:24])[CH2:22][OH:23])[CH3:13], predict the reactants needed to synthesize it. (3) The reactants are: C(O)C.C(O[C:7](=[O:37])/[C:8](=[CH:22]/[C:23]1[CH:28]=[CH:27][C:26]([N:29]2[CH:33]=[C:32]([CH3:34])[N:31]=[CH:30]2)=[C:25]([O:35][CH3:36])[CH:24]=1)/[CH2:9][CH2:10][CH2:11][CH2:12][NH:13][CH2:14][C:15]1[CH:20]=[CH:19][CH:18]=[C:17]([F:21])[CH:16]=1)C.[OH-].[Na+].Cl. Given the product [F:21][C:17]1[CH:16]=[C:15]([CH:20]=[CH:19][CH:18]=1)[CH2:14][N:13]1[CH2:12][CH2:11][CH2:10][CH2:9]/[C:8](=[CH:22]\[C:23]2[CH:28]=[CH:27][C:26]([N:29]3[CH:33]=[C:32]([CH3:34])[N:31]=[CH:30]3)=[C:25]([O:35][CH3:36])[CH:24]=2)/[C:7]1=[O:37], predict the reactants needed to synthesize it. (4) Given the product [C:1]([O:5][C:6]([N:8]1[CH2:9][C@H:10]([C:38](=[O:40])[N:42]([CH3:41])[CH2:43][CH2:44][C:45]2[CH:50]=[CH:49][CH:48]=[CH:47][CH:46]=2)[CH2:11][C@H:12]([C:14](=[O:37])[NH:15][CH2:16][C:17]2([CH2:31][CH2:32][CH2:33][CH2:34][O:35][CH3:36])[C:18]3[CH:19]=[CH:20][CH:21]=[CH:22][C:23]=3[O:24][C:25]3[C:30]2=[CH:29][CH:28]=[CH:27][CH:26]=3)[CH2:13]1)=[O:7])([CH3:4])([CH3:2])[CH3:3], predict the reactants needed to synthesize it. The reactants are: [C:1]([O:5][C:6]([N:8]1[CH2:13][C@@H:12]([C:14](=[O:37])[NH:15][CH2:16][C:17]2([CH2:31][CH2:32][CH2:33][CH2:34][O:35][CH3:36])[C:30]3[CH:29]=[CH:28][CH:27]=[CH:26][C:25]=3[O:24][C:23]3[C:18]2=[CH:19][CH:20]=[CH:21][CH:22]=3)[CH2:11][C@@H:10]([C:38]([OH:40])=O)[CH2:9]1)=[O:7])([CH3:4])([CH3:3])[CH3:2].[CH3:41][NH:42][CH2:43][CH2:44][C:45]1[CH:50]=[CH:49][CH:48]=[CH:47][CH:46]=1. (5) Given the product [CH:12]([N:15]([CH2:16][C:17]1[O:21][N:20]=[C:19]([C:22]2[CH:23]=[CH:24][C:25]([CH3:28])=[CH:26][CH:27]=2)[N:18]=1)[C:9](=[O:10])[CH2:8][O:1][C:2]1[CH:7]=[CH:6][CH:5]=[CH:4][CH:3]=1)([CH3:14])[CH3:13], predict the reactants needed to synthesize it. The reactants are: [O:1]([CH2:8][C:9](Cl)=[O:10])[C:2]1[CH:7]=[CH:6][CH:5]=[CH:4][CH:3]=1.[CH:12]([NH:15][CH2:16][C:17]1[O:21][N:20]=[C:19]([C:22]2[CH:27]=[CH:26][C:25]([CH3:28])=[CH:24][CH:23]=2)[N:18]=1)([CH3:14])[CH3:13].C(N(CC)CC)C. (6) Given the product [CH2:1]([O:3][C:4](=[O:25])[C:5]1[CH:10]=[CH:9][CH:8]=[C:7]([N:11]2[C:15]([CH3:16])=[CH:14][CH:13]=[C:12]2[C:17]2[CH:22]=[C:21]([Br:23])[CH:20]=[CH:19][C:18]=2[O:24][CH2:27][C:28]2[CH:33]=[CH:32][C:31]([C:34]3[CH:35]=[CH:36][CH:37]=[CH:38][CH:39]=3)=[CH:30][CH:29]=2)[CH:6]=1)[CH3:2], predict the reactants needed to synthesize it. The reactants are: [CH2:1]([O:3][C:4](=[O:25])[C:5]1[CH:10]=[CH:9][CH:8]=[C:7]([N:11]2[C:15]([CH3:16])=[CH:14][CH:13]=[C:12]2[C:17]2[CH:22]=[C:21]([Br:23])[CH:20]=[CH:19][C:18]=2[OH:24])[CH:6]=1)[CH3:2].Br[CH2:27][C:28]1[CH:33]=[CH:32][C:31]([C:34]2[CH:39]=[CH:38][CH:37]=[CH:36][CH:35]=2)=[CH:30][CH:29]=1.C(=O)([O-])[O-].[K+].[K+]. (7) Given the product [C:1]([C:3]1[C:4]([N:18]2[CH2:23][CH2:22][CH:21]([C:24]([NH:38][S:35]([CH2:34][C:30]3[CH:31]=[CH:32][CH:33]=[C:28]([F:27])[CH:29]=3)(=[O:37])=[O:36])=[O:26])[CH2:20][CH2:19]2)=[N:5][C:6]([C:14]([F:17])([F:15])[F:16])=[C:7]([CH:8]=1)[C:9]([O:11][CH2:12][CH3:13])=[O:10])#[N:2], predict the reactants needed to synthesize it. The reactants are: [C:1]([C:3]1[C:4]([N:18]2[CH2:23][CH2:22][CH:21]([C:24]([OH:26])=O)[CH2:20][CH2:19]2)=[N:5][C:6]([C:14]([F:17])([F:16])[F:15])=[C:7]([C:9]([O:11][CH2:12][CH3:13])=[O:10])[CH:8]=1)#[N:2].[F:27][C:28]1[CH:29]=[C:30]([CH2:34][S:35]([NH2:38])(=[O:37])=[O:36])[CH:31]=[CH:32][CH:33]=1. (8) Given the product [CH:2]12[CH2:11][CH:6]3[CH2:7][CH:8]([CH2:10][CH:4]([CH2:5]3)[CH2:3]1)[CH2:9]2, predict the reactants needed to synthesize it. The reactants are: Br[C:2]12[CH2:11][CH:6]3[CH2:7][CH:8]([CH2:10][CH:4]([CH2:5]3)[CH2:3]1)[CH2:9]2.[PH4+].[BH4-].[Na+].CC(N=NC(C#N)(C)C)(C#N)C. (9) Given the product [Cl:1][C:2]1[C:7]([Cl:8])=[C:6]([C:9]2[S:13][C:12]([C:14]([NH:16][NH:17][C:68](=[O:69])[CH2:67][C:66]([OH:65])([CH3:72])[CH3:71])=[O:15])=[N:11][C:10]=2[C:18]([N:20]2[CH2:21][CH2:22][CH:23]([F:26])[CH2:24][CH2:25]2)=[O:19])[CH:5]=[CH:4][C:3]=1[S:27]([NH:30][C@@H:31]([CH2:36][CH3:37])[C:32]([F:34])([F:33])[F:35])(=[O:29])=[O:28], predict the reactants needed to synthesize it. The reactants are: [Cl:1][C:2]1[C:7]([Cl:8])=[C:6]([C:9]2[S:13][C:12]([C:14]([NH:16][NH2:17])=[O:15])=[N:11][C:10]=2[C:18]([N:20]2[CH2:25][CH2:24][CH:23]([F:26])[CH2:22][CH2:21]2)=[O:19])[CH:5]=[CH:4][C:3]=1[S:27]([NH:30][C@@H:31]([CH2:36][CH3:37])[C:32]([F:35])([F:34])[F:33])(=[O:29])=[O:28].BrC1C=CC(S(N[C@@H](CC)C(F)(F)F)(=O)=O)=C(Cl)C=1Cl.FC1CCNCC1.[OH:65][C:66]([CH3:72])([CH3:71])[CH2:67][C:68](O)=[O:69].CN(C(ON1N=NC2C=CC=NC1=2)=[N+](C)C)C.F[P-](F)(F)(F)(F)F.